From a dataset of Reaction yield outcomes from USPTO patents with 853,638 reactions. Predict the reaction yield, written as a fraction of the theoretical maximum amount of product (1.0 means a 100% yield; for example, 0.34 means a 34% yield). (1) The reactants are [Cl:1][C:2]([F:14])([F:13])[C:3]1[CH:8]=[CH:7][C:6]([CH:9]([S:11][CH3:12])[CH3:10])=[CH:5][N:4]=1.[N:15]#[C:16][NH2:17].C(O)(=O)C.C(O)(=O)C.IC1C=CC=CC=1. The catalyst is C1COCC1. The product is [Cl:1][C:2]([F:13])([F:14])[C:3]1[N:4]=[CH:5][C:6]([CH:9]([S:11]([CH3:12])=[N:17][C:16]#[N:15])[CH3:10])=[CH:7][CH:8]=1. The yield is 0.480. (2) The reactants are [C:1]1([NH:7][C:8]([C:10]2[CH:15]=[CH:14][C:13](B(O)O)=[CH:12][CH:11]=2)=[O:9])[CH:6]=[CH:5][CH:4]=[CH:3][CH:2]=1.Br[C:20]1[CH:25]=[CH:24][C:23]([O:26][CH2:27][CH:28]2[CH2:33][CH2:32][N:31]([C:34]([O:36][CH:37]([CH3:39])[CH3:38])=[O:35])[CH2:30][CH2:29]2)=[CH:22][CH:21]=1. No catalyst specified. The product is [C:1]1([NH:7][C:8]([C:10]2[CH:15]=[CH:14][C:13]([C:20]3[CH:21]=[CH:22][C:23]([O:26][CH2:27][CH:28]4[CH2:29][CH2:30][N:31]([C:34]([O:36][CH:37]([CH3:39])[CH3:38])=[O:35])[CH2:32][CH2:33]4)=[CH:24][CH:25]=3)=[CH:12][CH:11]=2)=[O:9])[CH:6]=[CH:5][CH:4]=[CH:3][CH:2]=1. The yield is 0.160. (3) The reactants are [C:1]([O:5][C:6](=[O:27])[C@H:7]([CH2:19][C:20]1[CH:25]=[CH:24][C:23]([OH:26])=[CH:22][CH:21]=1)[NH:8][C:9]1[C:13](OCC)=[N:12][S:11](=[O:18])(=[O:17])[N:10]=1)([CH3:4])([CH3:3])[CH3:2].C([O-])=O.[CH3:31][C:32]1[CH:33]=[C:34]([NH:38][C:39]([NH:41][CH2:42][CH2:43][NH2:44])=[O:40])[CH:35]=[CH:36][CH:37]=1.C(N(CC)CC)C. The catalyst is C(O)C. The product is [C:1]([O:5][C:6](=[O:27])[C@H:7]([CH2:19][C:20]1[CH:25]=[CH:24][C:23]([OH:26])=[CH:22][CH:21]=1)[NH:8][C:9]1[C:13]([NH:44][CH2:43][CH2:42][NH:41][C:39]([NH:38][C:34]2[CH:35]=[CH:36][CH:37]=[C:32]([CH3:31])[CH:33]=2)=[O:40])=[N:12][S:11](=[O:17])(=[O:18])[N:10]=1)([CH3:3])([CH3:4])[CH3:2]. The yield is 0.910. (4) The reactants are [Cl:1][C:2]1[CH:3]=[C:4]([C@:8]([C@@H:16]2[CH2:21][CH2:20][CH2:19][N:18]([C:22]([NH:24][CH:25]([CH2:38][C:39]3([OH:45])[CH2:44][CH2:43][CH2:42][CH2:41][CH2:40]3)[CH2:26][N:27](C)[C:28](OCC[Si](C)(C)C)=O)=[O:23])[CH2:17]2)([OH:15])[CH2:9][CH2:10][CH2:11][CH2:12][O:13][CH3:14])[CH:5]=[CH:6][CH:7]=1.[N+](CC)(CC)(CC)CC.[F-]. The catalyst is C1COCC1. The product is [Cl:1][C:2]1[CH:3]=[C:4]([C@:8]([C@@H:16]2[CH2:21][CH2:20][CH2:19][N:18]([C:22]([NH:24][CH:25]([CH2:38][C:39]3([OH:45])[CH2:40][CH2:41][CH2:42][CH2:43][CH2:44]3)[CH2:26][NH:27][CH3:28])=[O:23])[CH2:17]2)([OH:15])[CH2:9][CH2:10][CH2:11][CH2:12][O:13][CH3:14])[CH:5]=[CH:6][CH:7]=1. The yield is 0.710. (5) The reactants are [C:1]([NH:5][C:6]1[N:13]=[C:12]([O:14][C:15]2[CH:20]=[CH:19][C:18]([B:21]3[O:25]C(C)(C)[C:23](C)(C)[O:22]3)=[C:17](C=O)[CH:16]=2)[CH:11]=[CH:10][C:7]=1[C:8]#[N:9])([CH3:4])([CH3:3])[CH3:2].[BH4-].[Na+].Cl. The catalyst is CN(C=O)C. The product is [C:1]([NH:5][C:6]1[N:13]=[C:12]([O:14][C:15]2[CH:20]=[CH:19][C:18]3[B:21]([OH:25])[O:22][CH2:23][C:17]=3[CH:16]=2)[CH:11]=[CH:10][C:7]=1[C:8]#[N:9])([CH3:3])([CH3:2])[CH3:4]. The yield is 0.560.